This data is from Reaction yield outcomes from USPTO patents with 853,638 reactions. The task is: Predict the reaction yield, written as a fraction of the theoretical maximum amount of product (1.0 means a 100% yield; for example, 0.34 means a 34% yield). (1) The reactants are [NH2:1][C:2]1[CH:7]=[C:6]([C:8]2[S:9][C:10](Cl)=[CH:11][CH:12]=2)[CH:5]=[CH:4][C:3]=1[NH:14][C:15](=[O:21])[O:16][C:17]([CH3:20])([CH3:19])[CH3:18].CN(C)[C@@H]1CCN(CC2C=CC(C(O)=O)=CC=2)C1.[O:40]1[CH2:45][CH2:44][N:43]([CH:46]2[CH2:50][CH2:49][N:48]([C:51]3[CH:59]=[CH:58][C:54]([C:55](O)=[O:56])=[CH:53][CH:52]=3)[CH2:47]2)[CH2:42][CH2:41]1. No catalyst specified. The product is [O:40]1[CH2:45][CH2:44][N:43]([CH:46]2[CH2:50][CH2:49][N:48]([C:51]3[CH:59]=[CH:58][C:54]([C:55]([NH:1][C:2]4[CH:7]=[C:6]([C:8]5[S:9][CH:10]=[CH:11][CH:12]=5)[CH:5]=[CH:4][C:3]=4[NH:14][C:15](=[O:21])[O:16][C:17]([CH3:20])([CH3:19])[CH3:18])=[O:56])=[CH:53][CH:52]=3)[CH2:47]2)[CH2:42][CH2:41]1. The yield is 0.400. (2) The reactants are CC(C)([O-])C.[K+].[N+:7]([C:10]1[CH:11]=[C:12]2[C:16](=[CH:17][CH:18]=1)[N:15]([CH:19]1[CH2:24][CH2:23][CH2:22][CH2:21][O:20]1)[N:14]=[CH:13]2)([O-:9])=[O:8].Cl.NC1C(C)=CC(C(OC)=O)=C(C)C=1.Cl[CH2:40][C:41]([O:43][CH2:44][CH3:45])=[O:42]. The catalyst is O1CCCC1. The product is [CH2:44]([O:43][C:41](=[O:42])[CH2:40][C:11]1[C:10]([N+:7]([O-:9])=[O:8])=[CH:18][CH:17]=[C:16]2[C:12]=1[CH:13]=[N:14][N:15]2[CH:19]1[CH2:24][CH2:23][CH2:22][CH2:21][O:20]1)[CH3:45]. The yield is 0.780. (3) The reactants are [NH2:1][CH:2]([C:7]1[CH:12]=[CH:11][C:10]([OH:13])=[CH:9][CH:8]=1)[CH2:3][C:4]([OH:6])=[O:5].S(Cl)(Cl)=O.[CH3:18]O. No catalyst specified. The product is [CH3:18][O:5][C:4](=[O:6])[CH2:3][CH:2]([NH2:1])[C:7]1[CH:8]=[CH:9][C:10]([OH:13])=[CH:11][CH:12]=1. The yield is 0.800. (4) The reactants are [CH2:1]([O:5][C:6]1[C:15]2[C:10](=[CH:11][CH:12]=[CH:13][CH:14]=2)[CH:9]=[CH:8][CH:7]=1)[CH:2]1[O:4][CH2:3]1.[C:16]1([OH:26])[C:25]2[C:20](=[CH:21][CH:22]=[CH:23][CH:24]=2)[CH:19]=[CH:18][CH:17]=1. The catalyst is [Br-].C([N+](CCCC)(CCCC)CCCC)CCC.C1(C)C=CC=CC=1. The product is [C:16]1([O:26][CH2:3][CH:2]([OH:4])[CH2:1][O:5][C:6]2[C:15]3[C:10](=[CH:11][CH:12]=[CH:13][CH:14]=3)[CH:9]=[CH:8][CH:7]=2)[C:25]2[C:20](=[CH:21][CH:22]=[CH:23][CH:24]=2)[CH:19]=[CH:18][CH:17]=1. The yield is 0.900. (5) The catalyst is ClCCl.CC(C)=O. The product is [CH3:1][N:2]1[C:6]([CH3:7])=[CH:5][C:4]([C:8]2[CH:13]=[CH:12][CH:11]=[CH:10][CH:9]=2)=[C:3]1[C:14](=[O:18])[C:15]([NH:39][C:36]1[CH:35]=[CH:34][C:33]([N:30]2[CH2:31][CH2:32][N:27]([C:22]3[CH:21]=[C:20]([CH3:19])[CH:25]=[C:24]([CH3:26])[N:23]=3)[CH2:28][CH2:29]2)=[CH:38][CH:37]=1)=[O:16]. The yield is 0.740. The reactants are [CH3:1][N:2]1[C:6]([CH3:7])=[CH:5][C:4]([C:8]2[CH:13]=[CH:12][CH:11]=[CH:10][CH:9]=2)=[C:3]1[C:14](=[O:18])[C:15](Cl)=[O:16].[CH3:19][C:20]1[CH:25]=[C:24]([CH3:26])[N:23]=[C:22]([N:27]2[CH2:32][CH2:31][N:30]([C:33]3[CH:38]=[CH:37][C:36]([NH2:39])=[CH:35][CH:34]=3)[CH2:29][CH2:28]2)[CH:21]=1.C(N(CC)CC)C. (6) The reactants are [Cl:1][C:2]1[CH:8]=[C:7]([O:9][C:10]2[C:19]3[C:14](=[CH:15][C:16]([O:22][CH3:23])=[C:17]([O:20][CH3:21])[CH:18]=3)[N:13]=[CH:12][CH:11]=2)[CH:6]=[CH:5][C:3]=1[NH2:4].Cl[C:25](Cl)([O:27]C(=O)OC(Cl)(Cl)Cl)Cl.[NH2:36][C:37]1[CH:42]=[CH:41][C:40]([Cl:43])=[CH:39][N:38]=1.CO. The catalyst is C(Cl)(Cl)Cl.C(N(CC)CC)C.ClCCl. The product is [Cl:1][C:2]1[CH:8]=[C:7]([O:9][C:10]2[C:19]3[C:14](=[CH:15][C:16]([O:22][CH3:23])=[C:17]([O:20][CH3:21])[CH:18]=3)[N:13]=[CH:12][CH:11]=2)[CH:6]=[CH:5][C:3]=1[NH:4][C:25]([NH:36][C:37]1[CH:42]=[CH:41][C:40]([Cl:43])=[CH:39][N:38]=1)=[O:27]. The yield is 0.820.